This data is from Reaction yield outcomes from USPTO patents with 853,638 reactions. The task is: Predict the reaction yield, written as a fraction of the theoretical maximum amount of product (1.0 means a 100% yield; for example, 0.34 means a 34% yield). (1) The yield is 0.820. The catalyst is C1COCC1. The reactants are C([O:3][C:4]([C:6]1[C:7]([CH3:20])=[N:8][C:9]([NH:12][C:13]2[CH:18]=[CH:17][C:16]([Br:19])=[CH:15][CH:14]=2)=[N:10][CH:11]=1)=O)C.CC(C[AlH]CC(C)C)C. The product is [Br:19][C:16]1[CH:15]=[CH:14][C:13]([NH:12][C:9]2[N:8]=[C:7]([CH3:20])[C:6]([CH2:4][OH:3])=[CH:11][N:10]=2)=[CH:18][CH:17]=1. (2) The reactants are [F:1][C:2]([F:30])([F:29])[C:3]1[CH:4]=[C:5]([CH:26]=[CH:27][CH:28]=1)[CH2:6][O:7][N:8]=[C:9]1[CH2:14][CH2:13][N:12]([S:15]([C:18]2[CH:19]=[N:20][C:21]([O:24]C)=[CH:22][CH:23]=2)(=[O:17])=[O:16])[CH2:11][CH2:10]1.Cl[Si](C)(C)C. The catalyst is C(#N)C. The product is [F:29][C:2]([F:1])([F:30])[C:3]1[CH:4]=[C:5]([CH:26]=[CH:27][CH:28]=1)[CH2:6][O:7][N:8]=[C:9]1[CH2:14][CH2:13][N:12]([S:15]([C:18]2[CH:23]=[CH:22][C:21](=[O:24])[NH:20][CH:19]=2)(=[O:16])=[O:17])[CH2:11][CH2:10]1. The yield is 0.900. (3) The reactants are [Cl:1][C:2]1[C:7]([CH:8]=[O:9])=[CH:6][CH:5]=[CH:4][N:3]=1.[BH4-].[Na+].[Cl-].[NH4+]. The catalyst is CO. The product is [Cl:1][C:2]1[C:7]([CH2:8][OH:9])=[CH:6][CH:5]=[CH:4][N:3]=1. The yield is 0.400. (4) The reactants are [N-:1]=[N+:2]=[N-:3].[Na+].Cl[CH2:6][C:7]([O:9][CH3:10])=[O:8].[Cl:11][CH2:12][CH2:13][O:14][C:15]1[CH:16]=[C:17]([CH:20]=[CH:21][C:22]=1[O:23][CH3:24])[CH:18]=O.C[O-].[Na+].CO. The catalyst is CS(C)=O.CO.O. The product is [CH3:10][O:9][C:7](=[O:8])[C:6]([N:1]=[N+:2]=[N-:3])=[CH:18][C:17]1[CH:20]=[CH:21][C:22]([O:23][CH3:24])=[C:15]([O:14][CH2:13][CH2:12][Cl:11])[CH:16]=1. The yield is 0.880.